This data is from Reaction yield outcomes from USPTO patents with 853,638 reactions. The task is: Predict the reaction yield, written as a fraction of the theoretical maximum amount of product (1.0 means a 100% yield; for example, 0.34 means a 34% yield). (1) The yield is 0.800. The reactants are [Si:1]([O:18][CH2:19][C:20]1[C:25](SC)=[CH:24][C:23]([NH:28][S:29]([CH3:32])(=[O:31])=[O:30])=[C:22]([I:33])[CH:21]=1)([C:14]([CH3:17])([CH3:16])[CH3:15])([C:8]1[CH:13]=[CH:12][CH:11]=[CH:10][CH:9]=1)[C:2]1[CH:7]=[CH:6][CH:5]=[CH:4][CH:3]=1.[CH:34]1C=C(Cl)C=C(C(OO)=O)C=1.C([O-])(O)=O.[Na+].[O-][S:51]([O-:54])(=S)=[O:52].[Na+].[Na+]. The catalyst is C(Cl)Cl. The product is [Si:1]([O:18][CH2:19][C:20]1[C:25]([S:51]([CH3:34])(=[O:54])=[O:52])=[CH:24][C:23]([NH:28][S:29]([CH3:32])(=[O:31])=[O:30])=[C:22]([I:33])[CH:21]=1)([C:14]([CH3:17])([CH3:15])[CH3:16])([C:2]1[CH:7]=[CH:6][CH:5]=[CH:4][CH:3]=1)[C:8]1[CH:13]=[CH:12][CH:11]=[CH:10][CH:9]=1. (2) The reactants are Br[C:2]1[CH:3]=[C:4]2[CH2:10][C@@:9]3([CH:15]4[CH2:16][CH2:17][N:12]([CH2:13][CH2:14]4)[CH2:11]3)[O:8][C:5]2=[N:6][CH:7]=1.[CH2:18]=[CH:19][C:20]1[CH:25]=[CH:24][CH:23]=[CH:22][CH:21]=1.C(N(CC)CC)C. The yield is 0.550. The catalyst is C(#N)C.C([O-])(=O)C.[Pd+2].C([O-])(=O)C.C1(C)C=CC=CC=1P(C1C=CC=CC=1C)C1C=CC=CC=1C. The product is [C:20]1(/[CH:19]=[CH:18]/[C:2]2[CH:3]=[C:4]3[CH2:10][C@@:9]4([CH:15]5[CH2:16][CH2:17][N:12]([CH2:13][CH2:14]5)[CH2:11]4)[O:8][C:5]3=[N:6][CH:7]=2)[CH:25]=[CH:24][CH:23]=[CH:22][CH:21]=1. (3) The reactants are [C:1]([C:5]1[CH:15]=[CH:14][CH:13]=[CH:12][C:6]=1[O:7][CH:8]1[CH2:11][NH:10][CH2:9]1)([CH3:4])([CH3:3])[CH3:2].[CH2:16]([N:18]=[C:19]=[O:20])[CH3:17]. The catalyst is N1C=CC=CC=1. The product is [C:1]([C:5]1[CH:15]=[CH:14][CH:13]=[CH:12][C:6]=1[O:7][CH:8]1[CH2:9][N:10]([C:19]([NH:18][CH2:16][CH3:17])=[O:20])[CH2:11]1)([CH3:4])([CH3:2])[CH3:3]. The yield is 0.530. (4) The reactants are [C:1]1([N:7]([C:16]2[CH:21]=[CH:20][CH:19]=[CH:18][CH:17]=2)[C:8]2[CH:15]=[CH:14][C:11]([CH:12]=[O:13])=[CH:10][CH:9]=2)[CH:6]=[CH:5][CH:4]=[CH:3][CH:2]=1.[BH4-].[Na+]. The catalyst is C(O)C.[OH-].[Na+]. The yield is 0.920. The product is [C:1]1([N:7]([C:16]2[CH:21]=[CH:20][CH:19]=[CH:18][CH:17]=2)[C:8]2[CH:15]=[CH:14][C:11]([CH2:12][OH:13])=[CH:10][CH:9]=2)[CH:6]=[CH:5][CH:4]=[CH:3][CH:2]=1. (5) The reactants are C[O:2][C:3](=O)[CH2:4][C:5]1[CH:10]=[C:9]([Cl:11])[C:8]([OH:12])=[C:7]([Cl:13])[CH:6]=1.[H-].[Al+3].[Li+].[H-].[H-].[H-].Cl. The catalyst is O1CCCC1. The product is [Cl:11][C:9]1[CH:10]=[C:5]([CH2:4][CH2:3][OH:2])[CH:6]=[C:7]([Cl:13])[C:8]=1[OH:12]. The yield is 1.00. (6) The reactants are CC(C)([O-])C.[K+].C(S/[N:12]=[N:13]/[C:14]1[CH:15]=[C:16]([CH:20]=[CH:21][C:22]=1[CH3:23])[C:17]([OH:19])=[O:18])(C)(C)C. The catalyst is CS(C)=O. The product is [NH:13]1[C:14]2[C:22](=[CH:21][CH:20]=[C:16]([C:17]([OH:19])=[O:18])[CH:15]=2)[CH:23]=[N:12]1. The yield is 0.970.